This data is from Catalyst prediction with 721,799 reactions and 888 catalyst types from USPTO. The task is: Predict which catalyst facilitates the given reaction. Reactant: Cl[CH2:2][C:3]([N:5]([CH2:17][C:18]1[CH:23]=[CH:22][C:21]([O:24][CH3:25])=[CH:20][C:19]=1[O:26][CH3:27])[CH2:6][C:7]1[CH:12]=[CH:11][C:10]([O:13][CH3:14])=[CH:9][C:8]=1[O:15][CH3:16])=[O:4].ClCC(OC(=O)CCl)=O.COC1C=C(OC)C=CC=1CNCC1C=CC(OC)=CC=1OC.[F:60][C:61]1[CH:66]=[CH:65][C:64]([C:67]2([C:79]3[CH:84]=[CH:83][C:82]([F:85])=[CH:81][CH:80]=3)[C@H:71]([C:72]3[CH:77]=[CH:76][CH:75]=[CH:74][CH:73]=3)[NH:70][C:69](=[O:78])[NH:68]2)=[CH:63][CH:62]=1.[H-].[Na+]. Product: [F:60][C:61]1[CH:62]=[CH:63][C:64]([C:67]2([C:79]3[CH:80]=[CH:81][C:82]([F:85])=[CH:83][CH:84]=3)[C@H:71]([C:72]3[CH:77]=[CH:76][CH:75]=[CH:74][CH:73]=3)[N:70]([CH2:2][C:3]([N:5]([CH2:17][C:18]3[CH:23]=[CH:22][C:21]([O:24][CH3:25])=[CH:20][C:19]=3[O:26][CH3:27])[CH2:6][C:7]3[CH:12]=[CH:11][C:10]([O:13][CH3:14])=[CH:9][C:8]=3[O:15][CH3:16])=[O:4])[C:69](=[O:78])[NH:68]2)=[CH:65][CH:66]=1. The catalyst class is: 56.